Dataset: CYP3A4 inhibition data for predicting drug metabolism from PubChem BioAssay. Task: Regression/Classification. Given a drug SMILES string, predict its absorption, distribution, metabolism, or excretion properties. Task type varies by dataset: regression for continuous measurements (e.g., permeability, clearance, half-life) or binary classification for categorical outcomes (e.g., BBB penetration, CYP inhibition). Dataset: cyp3a4_veith. (1) The drug is O=C(O)[C@H]1CCc2ccc3ccccc3c2[C@H]1c1cccc2ccccc12. The result is 0 (non-inhibitor). (2) The drug is Cc1ccccc1-c1noc(-c2ccc(Cl)cc2)n1. The result is 0 (non-inhibitor). (3) The drug is O=C(O)C(Cc1ccccc1-c1ccccc1)C(=O)O. The result is 0 (non-inhibitor). (4) The drug is c1cc(CN2CCCC3(CCNCC3)C2)ccn1. The result is 1 (inhibitor). (5) The compound is O=C(CN1CCN(S(=O)(=O)c2ccc(F)cc2)CC1)Nc1ccc2c(c1)OCO2. The result is 1 (inhibitor).